From a dataset of Reaction yield outcomes from USPTO patents with 853,638 reactions. Predict the reaction yield, written as a fraction of the theoretical maximum amount of product (1.0 means a 100% yield; for example, 0.34 means a 34% yield). (1) The reactants are [CH2:1]([O:8][C:9]1[CH:23]=[CH:22][C:12]([O:13][CH2:14][CH2:15][CH:16]2[CH2:21][CH2:20][NH:19][CH2:18][CH2:17]2)=[CH:11][CH:10]=1)[C:2]1[CH:7]=[CH:6][CH:5]=[CH:4][CH:3]=1.Br[C:25]1[CH:26]=[N:27][CH:28]=[C:29]([O:31][CH2:32][C@@H:33]2[CH2:37][CH2:36][CH2:35][N:34]2[C:38]([O:40][C:41]([CH3:44])([CH3:43])[CH3:42])=[O:39])[CH:30]=1.CC(C)([O-])C.[Na+].C1(P(C2C=CC=CC=2)C2C3OC4C(=CC=CC=4P(C4C=CC=CC=4)C4C=CC=CC=4)C(C)(C)C=3C=CC=2)C=CC=CC=1. The catalyst is C1(C)C=CC=CC=1.C1C=CC(/C=C/C(/C=C/C2C=CC=CC=2)=O)=CC=1.C1C=CC(/C=C/C(/C=C/C2C=CC=CC=2)=O)=CC=1.C1C=CC(/C=C/C(/C=C/C2C=CC=CC=2)=O)=CC=1.C(Cl)(Cl)Cl.[Pd].[Pd]. The product is [CH2:1]([O:8][C:9]1[CH:23]=[CH:22][C:12]([O:13][CH2:14][CH2:15][CH:16]2[CH2:21][CH2:20][N:19]([C:25]3[CH:26]=[N:27][CH:28]=[C:29]([O:31][CH2:32][C@@H:33]4[CH2:37][CH2:36][CH2:35][N:34]4[C:38]([O:40][C:41]([CH3:44])([CH3:43])[CH3:42])=[O:39])[CH:30]=3)[CH2:18][CH2:17]2)=[CH:11][CH:10]=1)[C:2]1[CH:3]=[CH:4][CH:5]=[CH:6][CH:7]=1. The yield is 0.720. (2) The reactants are [F:1][C:2]1[CH:7]=[CH:6][C:5]([C:8]2[O:12][N:11]=[CH:10][C:9]=2[C:13](OC)=[O:14])=[CH:4][CH:3]=1.[H-].C([Al+]CC(C)C)C(C)C.Cl. The catalyst is O1CCCC1. The product is [F:1][C:2]1[CH:3]=[CH:4][C:5]([C:8]2[O:12][N:11]=[CH:10][C:9]=2[CH2:13][OH:14])=[CH:6][CH:7]=1. The yield is 0.900. (3) The reactants are [NH2:1][C:2]1[N:7]=[C:6]2[N:8]([CH2:20][CH3:21])[C:9]([C:11]([N:13]([CH:17]3[CH2:19][CH2:18]3)[CH:14]3[CH2:16][CH2:15]3)=[O:12])=[CH:10][C:5]2=[C:4]2[N:22]([CH3:25])[CH:23]=[N:24][C:3]=12.Br[C:27]1[S:28][CH:29]=[CH:30][N:31]=1.C1C=CC(P(C2C(C3C(P(C4C=CC=CC=4)C4C=CC=CC=4)=CC=C4C=3C=CC=C4)=C3C(C=CC=C3)=CC=2)C2C=CC=CC=2)=CC=1.CC(C)([O-])C.[Na+]. The catalyst is C1C=CC(/C=C/C(/C=C/C2C=CC=CC=2)=O)=CC=1.C1C=CC(/C=C/C(/C=C/C2C=CC=CC=2)=O)=CC=1.C1C=CC(/C=C/C(/C=C/C2C=CC=CC=2)=O)=CC=1.[Pd].[Pd].C1(C)C=CC=CC=1. The product is [CH:14]1([N:13]([CH:17]2[CH2:19][CH2:18]2)[C:11]([C:9]2[N:8]([CH2:20][CH3:21])[C:6]3=[N:7][C:2]([NH:1][C:27]4[S:28][CH:29]=[CH:30][N:31]=4)=[C:3]4[N:24]=[CH:23][N:22]([CH3:25])[C:4]4=[C:5]3[CH:10]=2)=[O:12])[CH2:16][CH2:15]1. The yield is 0.105. (4) The reactants are [C:1]([O:5][C:6]([N:8]([CH2:10][C:11]([OH:13])=O)[CH3:9])=[O:7])([CH3:4])([CH3:3])[CH3:2].CCN(CC)CC.ClC(OCC(C)C)=O.Cl.[CH2:30]([O:32][C:33](=[O:37])[CH2:34][NH:35][CH3:36])[CH3:31]. The catalyst is C(Cl)Cl. The product is [CH2:30]([O:32][C:33](=[O:37])[CH2:34][N:35]([C:11](=[O:13])[CH2:10][N:8]([C:6]([O:5][C:1]([CH3:2])([CH3:3])[CH3:4])=[O:7])[CH3:9])[CH3:36])[CH3:31]. The yield is 0.220. (5) The reactants are [F:1][C:2]1[CH:7]=[CH:6][CH:5]=[CH:4][C:3]=1[C:8]1[CH:20]=[CH:19][C:18]([C:21](O)=[O:22])=[C:17]2[C:9]=1[C:10]1[CH2:11][CH2:12][CH2:13][CH2:14][C:15]=1[NH:16]2.C(Cl)CCl.C1C=CC2N(O)N=[N:34]C=2C=1.[OH-].[NH4+]. The catalyst is C1COCC1.C(Cl)Cl.CCOC(C)=O. The product is [F:1][C:2]1[CH:7]=[CH:6][CH:5]=[CH:4][C:3]=1[C:8]1[CH:20]=[CH:19][C:18]([C:21]([NH2:34])=[O:22])=[C:17]2[C:9]=1[C:10]1[CH2:11][CH2:12][CH2:13][CH2:14][C:15]=1[NH:16]2. The yield is 0.300. (6) The reactants are [CH3:1][O:2][C:3]([C:5]1[C:10](/[CH:11]=[CH:12]/Br)=[C:9]([NH2:14])[N:8]=[C:7]([C:15]2[CH:20]=[CH:19][C:18]([Cl:21])=[C:17]([O:22][CH3:23])[C:16]=2[F:24])[N:6]=1)=[O:4].[CH3:25][S-:26].[Na+]. The catalyst is CS(C)=O.O. The product is [CH3:1][O:2][C:3]([C:5]1[C:10](/[CH:11]=[CH:12]/[S:26][CH3:25])=[C:9]([NH2:14])[N:8]=[C:7]([C:15]2[CH:20]=[CH:19][C:18]([Cl:21])=[C:17]([O:22][CH3:23])[C:16]=2[F:24])[N:6]=1)=[O:4]. The yield is 0.605.